Dataset: Reaction yield outcomes from USPTO patents with 853,638 reactions. Task: Predict the reaction yield, written as a fraction of the theoretical maximum amount of product (1.0 means a 100% yield; for example, 0.34 means a 34% yield). The reactants are [Cl:1][C:2]1[CH:32]=[CH:31][C:5]([CH2:6][CH2:7][N:8]([CH2:22][C:23]2[CH:28]=[CH:27][CH:26]=[C:25]([C:29]#[N:30])[CH:24]=2)[CH:9]2[CH2:14][CH2:13][N:12]([C:15]([O:17][C:18]([CH3:21])([CH3:20])[CH3:19])=[O:16])[CH2:11][CH2:10]2)=[CH:4][CH:3]=1.[N-:33]=[N+:34]=[N-:35].[Na+].Cl.C(N(CC)CC)C. The catalyst is C1(C)C=CC=CC=1. The product is [NH:33]1[C:29]([C:25]2[CH:24]=[C:23]([CH:28]=[CH:27][CH:26]=2)[CH2:22][N:8]([CH2:7][CH2:6][C:5]2[CH:4]=[CH:3][C:2]([Cl:1])=[CH:32][CH:31]=2)[CH:9]2[CH2:10][CH2:11][N:12]([C:15]([O:17][C:18]([CH3:21])([CH3:20])[CH3:19])=[O:16])[CH2:13][CH2:14]2)=[N:30][N:35]=[N:34]1. The yield is 0.600.